Dataset: Reaction yield outcomes from USPTO patents with 853,638 reactions. Task: Predict the reaction yield, written as a fraction of the theoretical maximum amount of product (1.0 means a 100% yield; for example, 0.34 means a 34% yield). (1) The catalyst is ClCCCl. The yield is 0.550. The product is [CH2:1]([S:8][C:9]([CH3:35])([CH2:33][N:36]1[CH2:41][CH2:40][O:39][CH2:38][CH2:37]1)[CH2:10][NH:11][C:12]([C:14]1[NH:15][C:16]2[C:21]([CH:22]=1)=[CH:20][CH:19]=[CH:18][C:17]=2[N:23]([CH3:32])[S:24]([C:27]1[S:28][CH:29]=[CH:30][CH:31]=1)(=[O:26])=[O:25])=[O:13])[C:2]1[CH:7]=[CH:6][CH:5]=[CH:4][CH:3]=1. The reactants are [CH2:1]([S:8][C:9]([CH3:35])([CH:33]=O)[CH2:10][NH:11][C:12]([C:14]1[NH:15][C:16]2[C:21]([CH:22]=1)=[CH:20][CH:19]=[CH:18][C:17]=2[N:23]([CH3:32])[S:24]([C:27]1[S:28][CH:29]=[CH:30][CH:31]=1)(=[O:26])=[O:25])=[O:13])[C:2]1[CH:7]=[CH:6][CH:5]=[CH:4][CH:3]=1.[NH:36]1[CH2:41][CH2:40][O:39][CH2:38][CH2:37]1.C(O[BH-](OC(=O)C)OC(=O)C)(=O)C.[Na+].C(=O)([O-])O.[Na+]. (2) The reactants are C([O:3][C:4]([C:6]1[C:7]([NH:13][CH2:14][CH3:15])=[N:8][C:9]([Cl:12])=[N:10][CH:11]=1)=[O:5])C.O.O.[OH-].[Li+]. The catalyst is C1COCC1. The product is [Cl:12][C:9]1[N:8]=[C:7]([NH:13][CH2:14][CH3:15])[C:6]([C:4]([OH:5])=[O:3])=[CH:11][N:10]=1. The yield is 0.990. (3) The reactants are [CH2:1]([O:8][C:9]1[CH:14]=[CH:13][CH:12]=[C:11]([O:15][CH3:16])[C:10]=1[CH:17]1[NH:21][C:20](=[O:22])[C:19]([CH3:24])([CH3:23])[O:18]1)[C:2]1[CH:7]=[CH:6][CH:5]=[CH:4][CH:3]=1.[H-].[Na+].Br[CH2:28][C:29]1[CH:34]=[CH:33][C:32]([O:35][C:36]2[CH:41]=[CH:40][CH:39]=[CH:38][CH:37]=2)=[CH:31][CH:30]=1.O. The catalyst is CN(C=O)C.CCCCCCC. The product is [CH2:1]([O:8][C:9]1[CH:14]=[CH:13][CH:12]=[C:11]([O:15][CH3:16])[C:10]=1[CH:17]1[N:21]([CH2:28][C:29]2[CH:34]=[CH:33][C:32]([O:35][C:36]3[CH:37]=[CH:38][CH:39]=[CH:40][CH:41]=3)=[CH:31][CH:30]=2)[C:20](=[O:22])[C:19]([CH3:24])([CH3:23])[O:18]1)[C:2]1[CH:7]=[CH:6][CH:5]=[CH:4][CH:3]=1. The yield is 0.770. (4) The reactants are C1(P(C2C=CC=CC=2)C2C=CC=CC=2)C=CC=CC=1.BrN1C(=O)CCC1=O.[CH:28]1([CH2:33][CH:34]([C:38]2[CH:43]=[CH:42][C:41]([N:44]3[C:48]([CH3:49])=[N:47][N:46]=[N:45]3)=[C:40]([F:50])[CH:39]=2)[C:35]([OH:37])=O)[CH2:32][CH2:31][CH2:30][CH2:29]1.[NH2:51][C:52]1[S:53][CH:54]=[CH:55][N:56]=1. The catalyst is C(Cl)Cl. The product is [CH:28]1([CH2:33][CH:34]([C:38]2[CH:43]=[CH:42][C:41]([N:44]3[C:48]([CH3:49])=[N:47][N:46]=[N:45]3)=[C:40]([F:50])[CH:39]=2)[C:35]([NH:51][C:52]2[S:53][CH:54]=[CH:55][N:56]=2)=[O:37])[CH2:29][CH2:30][CH2:31][CH2:32]1. The yield is 0.360. (5) The yield is 0.0900. The product is [NH2:1][C:2]1[CH2:3][C:4]([C:14]([N:16]([CH2:20][CH2:21][CH3:22])[CH2:17][CH2:18][CH3:19])=[O:15])=[CH:5][C:6]2[CH:12]=[CH:11][C:10]([C:31]3[CH:32]=[CH:33][C:34]([CH:37]4[CH2:41][O:40][C:39](=[O:42])[O:38]4)=[CH:35][CH:36]=3)=[CH:9][C:7]=2[N:8]=1. The reactants are [NH2:1][C:2]1[CH2:3][C:4]([C:14]([N:16]([CH2:20][CH2:21][CH3:22])[CH2:17][CH2:18][CH3:19])=[O:15])=[CH:5][C:6]2[CH:12]=[CH:11][C:10](Br)=[CH:9][C:7]=2[N:8]=1.CC1(C)C(C)(C)OB([C:31]2[CH:36]=[CH:35][C:34]([CH:37]3[CH2:41][O:40][C:39](=[O:42])[O:38]3)=[CH:33][CH:32]=2)O1. No catalyst specified. (6) The reactants are [CH2:1]([C:8]1[CH:9]=[N:10][C:11]2[C:16]([C:17]=1[C:18]1[CH:19]=[C:20]([OH:24])[CH:21]=[CH:22][CH:23]=1)=[CH:15][CH:14]=[CH:13][C:12]=2[C:25]([F:28])([F:27])[F:26])[C:2]1[CH:7]=[CH:6][CH:5]=[CH:4][CH:3]=1.Cl[C:30]1[N:31]=[CH:32][C:33]([C:36]([O:38][CH3:39])=[O:37])=[N:34][CH:35]=1.C(=O)([O-])[O-].[Cs+].[Cs+]. The catalyst is CN(C=O)C. The product is [CH3:39][O:38][C:36]([C:33]1[CH:32]=[N:31][C:30]([O:24][C:20]2[CH:21]=[CH:22][CH:23]=[C:18]([C:17]3[C:16]4[C:11](=[C:12]([C:25]([F:28])([F:26])[F:27])[CH:13]=[CH:14][CH:15]=4)[N:10]=[CH:9][C:8]=3[CH2:1][C:2]3[CH:3]=[CH:4][CH:5]=[CH:6][CH:7]=3)[CH:19]=2)=[CH:35][N:34]=1)=[O:37]. The yield is 0.590.